Dataset: Forward reaction prediction with 1.9M reactions from USPTO patents (1976-2016). Task: Predict the product of the given reaction. (1) Given the reactants [Cl:1][C:2]1[CH:7]=[CH:6][C:5]([C:8]2[N:12]3[CH:13]=[C:14]([C:17]4[CH:25]=[CH:24][C:20]([C:21]([OH:23])=O)=[CH:19][CH:18]=4)[N:15]=[CH:16][C:11]3=[N:10][CH:9]=2)=[CH:4][CH:3]=1.C(Cl)(=O)C(Cl)=O.[CH2:32]([N:34]1[CH2:39][CH2:38][NH:37][CH2:36][CH2:35]1)[CH3:33].[OH-].[K+], predict the reaction product. The product is: [Cl:1][C:2]1[CH:7]=[CH:6][C:5]([C:8]2[N:12]3[CH:13]=[C:14]([C:17]4[CH:18]=[CH:19][C:20]([C:21]([N:37]5[CH2:38][CH2:39][N:34]([CH2:32][CH3:33])[CH2:35][CH2:36]5)=[O:23])=[CH:24][CH:25]=4)[N:15]=[CH:16][C:11]3=[N:10][CH:9]=2)=[CH:4][CH:3]=1. (2) Given the reactants [CH3:1][O:2][C:3]1[CH:4]=[C:5]2[C:10](=[CH:11][CH:12]=1)[C:9](=[O:13])[NH:8][CH2:7][CH2:6]2.Br[CH2:15][CH2:16][CH2:17][O:18][Si](C(C)(C)C)(C)C.[H-].[Na+].[Cl-].[NH4+].[F-].C([N+](CCCC)(CCCC)CCCC)CCC.O1CCCC1, predict the reaction product. The product is: [OH:18][CH2:17][CH2:16][CH2:15][N:8]1[CH2:7][CH2:6][C:5]2[C:10](=[CH:11][CH:12]=[C:3]([O:2][CH3:1])[CH:4]=2)[C:9]1=[O:13]. (3) Given the reactants [C:1]([C:4]1[CH:14]=[CH:13][C:7]([C:8]([O:10][CH2:11][CH3:12])=[O:9])=[CH:6][CH:5]=1)(=[O:3])[CH3:2].CO[CH:17](OC)[N:18]([CH3:20])[CH3:19], predict the reaction product. The product is: [CH3:17][N:18]([CH3:20])/[CH:19]=[CH:2]/[C:1]([C:4]1[CH:14]=[CH:13][C:7]([C:8]([O:10][CH2:11][CH3:12])=[O:9])=[CH:6][CH:5]=1)=[O:3].